This data is from Catalyst prediction with 721,799 reactions and 888 catalyst types from USPTO. The task is: Predict which catalyst facilitates the given reaction. (1) The catalyst class is: 3. Product: [CH2:2]([O:9][C:10]1[CH:11]=[CH:12][C:13]([N:19]([C:20]([O:22][CH2:23][CH:24]([CH3:25])[CH3:26])=[O:21])[CH:27]2[CH2:32][CH2:31][N:30]([C:33]([O:35][C:36]([CH3:38])([CH3:39])[CH3:37])=[O:34])[CH2:29][CH2:28]2)=[C:14]([C:15](=[O:16])[NH:84][CH2:73][C:74]2[CH:83]=[CH:82][C:79]([O:80][CH3:81])=[C:76]([O:77][CH3:78])[CH:75]=2)[CH:18]=1)[C:3]1[CH:4]=[CH:5][CH:6]=[CH:7][CH:8]=1. Reactant: [Na].[CH2:2]([O:9][C:10]1[CH:11]=[CH:12][C:13]([N:19]([CH:27]2[CH2:32][CH2:31][N:30]([C:33]([O:35][C:36]([CH3:39])([CH3:38])[CH3:37])=[O:34])[CH2:29][CH2:28]2)[C:20]([O:22][CH2:23][CH:24]([CH3:26])[CH3:25])=[O:21])=[C:14]([CH:18]=1)[C:15](O)=[O:16])[C:3]1[CH:8]=[CH:7][CH:6]=[CH:5][CH:4]=1.CCN(C(C)C)C(C)C.CN(C(ON1N=NC2C=CC=CC1=2)=[N+](C)C)C.F[P-](F)(F)(F)(F)F.[CH2:73]([NH2:84])[C:74]1[CH:83]=[CH:82][C:79]([O:80][CH3:81])=[C:76]([O:77][CH3:78])[CH:75]=1. (2) Reactant: [Li+].[OH-].[CH3:3][N:4]1[CH2:9][CH2:8][N:7]([S:10]([C:13]2[CH:14]=[CH:15][C:16]([O:23][CH2:24][C:25]3[CH:30]=[CH:29][CH:28]=[CH:27][CH:26]=3)=[C:17]([CH:22]=2)[C:18]([O:20]C)=[O:19])(=[O:12])=[O:11])[CH2:6][CH2:5]1.Cl. Product: [CH3:3][N:4]1[CH2:9][CH2:8][N:7]([S:10]([C:13]2[CH:14]=[CH:15][C:16]([O:23][CH2:24][C:25]3[CH:30]=[CH:29][CH:28]=[CH:27][CH:26]=3)=[C:17]([CH:22]=2)[C:18]([OH:20])=[O:19])(=[O:12])=[O:11])[CH2:6][CH2:5]1. The catalyst class is: 253. (3) Reactant: C[O:2][C:3]1[CH:8]=[CH:7][C:6]([S:9]([C:12]2[CH:17]=[CH:16][C:15]([CH2:18][CH2:19][NH:20][C:21](=[O:26])[C:22]([F:25])([F:24])[F:23])=[CH:14][CH:13]=2)(=[O:11])=[O:10])=[CH:5][C:4]=1[CH2:27][C:28]([O:30][CH3:31])=[O:29].B(Br)(Br)Br. Product: [OH:2][C:3]1[CH:8]=[CH:7][C:6]([S:9]([C:12]2[CH:17]=[CH:16][C:15]([CH2:18][CH2:19][NH:20][C:21](=[O:26])[C:22]([F:25])([F:23])[F:24])=[CH:14][CH:13]=2)(=[O:11])=[O:10])=[CH:5][C:4]=1[CH2:27][C:28]([O:30][CH3:31])=[O:29]. The catalyst class is: 4. (4) Reactant: [Br:1][C:2]1[CH:3]=[C:4]2[C:9](=[N:10][C:11]=1[O:12]C)[N:8]([C@@H:14]([CH:24]([CH3:26])[CH3:25])[CH2:15][O:16][Si:17]([C:20]([CH3:23])([CH3:22])[CH3:21])([CH3:19])[CH3:18])[CH:7]=[C:6]([C:27]([O:29][CH2:30][CH3:31])=[O:28])[C:5]2=[O:32].N1CCOCC1.C(=O)([O-])[O-].[K+].[K+].Cl. Product: [Br:1][C:2]1[CH:3]=[C:4]2[C:9](=[N:10][C:11]=1[OH:12])[N:8]([C@@H:14]([CH:24]([CH3:26])[CH3:25])[CH2:15][O:16][Si:17]([C:20]([CH3:23])([CH3:22])[CH3:21])([CH3:18])[CH3:19])[CH:7]=[C:6]([C:27]([O:29][CH2:30][CH3:31])=[O:28])[C:5]2=[O:32]. The catalyst class is: 16. (5) Reactant: Br[C:2]1[CH:3]=[CH:4][C:5]([F:17])=[C:6]([C:8]2([CH3:16])[N:13]=[C:12](OC)[CH2:11][O:10][CH2:9]2)[CH:7]=1.[N:18]1[CH:23]=[C:22](B(O)O)[CH:21]=[N:20][CH:19]=1.[NH:27]=O.[Cl-].[NH4+]. Product: [F:17][C:5]1[CH:4]=[CH:3][C:2]([C:22]2[CH:23]=[N:18][CH:19]=[N:20][CH:21]=2)=[CH:7][C:6]=1[C:8]1([CH3:16])[CH2:9][O:10][CH2:11][C:12]([NH2:27])=[N:13]1. The catalyst class is: 45.